From a dataset of Full USPTO retrosynthesis dataset with 1.9M reactions from patents (1976-2016). Predict the reactants needed to synthesize the given product. (1) The reactants are: C([O:3][C:4]([C@@:6]1([CH3:19])[CH2:11][CH2:10][CH2:9][N:8]([CH2:12][C:13]2[CH:18]=[CH:17][CH:16]=[CH:15][CH:14]=2)[CH2:7]1)=O)C.[H-].[H-].[H-].[H-].[Li+].[Al+3].[OH-].[Na+]. Given the product [CH2:12]([N:8]1[CH2:9][CH2:10][CH2:11][C@@:6]([CH2:4][OH:3])([CH3:19])[CH2:7]1)[C:13]1[CH:18]=[CH:17][CH:16]=[CH:15][CH:14]=1, predict the reactants needed to synthesize it. (2) Given the product [CH:25]1([NH:31][C:2]2[N:11]=[CH:10][C:9]3[C:4](=[CH:5][CH:6]=[C:7]([C:12]4[CH:13]=[C:14]([CH:21]=[CH:22][C:23]=4[CH3:24])[C:15]([NH:17][CH:18]4[CH2:20][CH2:19]4)=[O:16])[CH:8]=3)[N:3]=2)[CH2:30][CH2:29][CH2:28][CH2:27][CH2:26]1, predict the reactants needed to synthesize it. The reactants are: Cl[C:2]1[N:11]=[CH:10][C:9]2[C:4](=[CH:5][CH:6]=[C:7]([C:12]3[CH:13]=[C:14]([CH:21]=[CH:22][C:23]=3[CH3:24])[C:15]([NH:17][CH:18]3[CH2:20][CH2:19]3)=[O:16])[CH:8]=2)[N:3]=1.[CH:25]1([NH2:31])[CH2:30][CH2:29][CH2:28][CH2:27][CH2:26]1. (3) Given the product [C:1]([C:3](=[CH:32][CH:33]([CH3:36])[CH3:34])[C:4]([N:6]1[CH2:10][CH2:9][CH2:8][C@H:7]1[CH2:11][N:12]1[C:16]2[CH:17]=[CH:18][CH:19]=[CH:20][C:15]=2[N:14]=[C:13]1[NH:21][C:22]([C:24]1[S:25][C:26]([CH:29]([F:30])[F:31])=[CH:27][CH:28]=1)=[O:23])=[O:5])#[N:2], predict the reactants needed to synthesize it. The reactants are: [C:1]([CH2:3][C:4]([N:6]1[CH2:10][CH2:9][CH2:8][C@H:7]1[CH2:11][N:12]1[C:16]2[CH:17]=[CH:18][CH:19]=[CH:20][C:15]=2[N:14]=[C:13]1[NH:21][C:22]([C:24]1[S:25][C:26]([CH:29]([F:31])[F:30])=[CH:27][CH:28]=1)=[O:23])=[O:5])#[N:2].[CH3:32][CH:33]([CH3:36])[CH:34]=O.N1CCCCC1. (4) Given the product [S:17]1[CH:21]=[CH:20][CH:19]=[C:18]1[CH2:22][O:15][C:14](=[O:16])[C@H:12]([CH3:13])[NH:11][C:9](=[O:10])[CH2:8][C:4]1[CH:5]=[CH:6][CH:7]=[C:2]([Cl:1])[CH:3]=1, predict the reactants needed to synthesize it. The reactants are: [Cl:1][C:2]1[CH:3]=[C:4]([CH2:8][C:9]([NH:11][C@H:12]([C:14]([OH:16])=[O:15])[CH3:13])=[O:10])[CH:5]=[CH:6][CH:7]=1.[S:17]1[CH:21]=[CH:20][CH:19]=[C:18]1[CH2:22]O. (5) Given the product [F:18][C:19]([F:32])([F:33])[C:20]1[CH:21]=[C:22]([CH:25]=[C:26]([C:28]([F:31])([F:29])[F:30])[CH:27]=1)[CH2:23][N:12]1[C:13]([CH3:17])([CH3:16])[C:14](=[O:15])[N:11]1[CH:2]1[CH:3]2[CH2:4][CH:5]3[CH2:6][CH:7]([CH2:8][CH:1]1[CH2:10]3)[CH2:9]2, predict the reactants needed to synthesize it. The reactants are: [CH:1]12[CH2:10][CH:5]3[CH2:6][CH:7]([CH2:9][CH:3]([CH2:4]3)[CH:2]1[N:11]1[C:14](=[O:15])[C:13]([CH3:17])([CH3:16])[NH:12]1)[CH2:8]2.[F:18][C:19]([F:33])([F:32])[C:20]1[CH:21]=[C:22]([CH:25]=[C:26]([C:28]([F:31])([F:30])[F:29])[CH:27]=1)[CH2:23]Br. (6) Given the product [N:8]1([C:12]2[C:16]3[CH2:17][N:18]([C:21](=[O:23])[CH3:22])[CH2:19][CH2:20][C:15]=3[N:14]([CH:24]3[CH2:29][CH2:28][O:27][CH2:26][CH2:25]3)[N:13]=2)[C:9]2[C:4](=[CH:3][CH:2]=[CH:11][CH:10]=2)[CH2:5][CH2:6][CH2:7]1, predict the reactants needed to synthesize it. The reactants are: Br[C:2]1[CH:3]=[C:4]2[C:9](=[CH:10][CH:11]=1)[N:8]([C:12]1[C:16]3[CH2:17][N:18]([C:21](=[O:23])[CH3:22])[CH2:19][CH2:20][C:15]=3[N:14]([CH:24]3[CH2:29][CH2:28][O:27][CH2:26][CH2:25]3)[N:13]=1)[CH2:7][CH2:6][CH2:5]2.BrN1C(=O)CCC1=O.